From a dataset of Forward reaction prediction with 1.9M reactions from USPTO patents (1976-2016). Predict the product of the given reaction. (1) Given the reactants C([N:8]1[CH2:12][C@@H:11]([F:13])[C@H:10]([NH:14][C:15](=[O:22])[CH2:16][CH2:17][S:18]([CH3:21])(=[O:20])=[O:19])[CH2:9]1)C1C=CC=CC=1, predict the reaction product. The product is: [F:13][C@@H:11]1[CH2:12][NH:8][CH2:9][C@H:10]1[NH:14][C:15](=[O:22])[CH2:16][CH2:17][S:18]([CH3:21])(=[O:19])=[O:20]. (2) Given the reactants [CH3:1][NH:2][C:3](=[O:36])[C:4]([N:6]([C:13]1[CH:18]=[CH:17][CH:16]=[CH:15][C:14]=1[C:19](=[O:35])[CH2:20][CH2:21][CH:22]1[CH2:27][CH2:26][N:25]([C:28]([O:30][C:31]([CH3:34])([CH3:33])[CH3:32])=[O:29])[CH2:24][CH2:23]1)[C:7]1[CH:12]=[CH:11][CH:10]=[CH:9][CH:8]=1)=O.C(=O)([O-])[O-].[K+].[K+], predict the reaction product. The product is: [CH3:1][NH:2][C:3]([C:4]1[N:6]([C:7]2[CH:12]=[CH:11][CH:10]=[CH:9][CH:8]=2)[C:13]2[C:14]([C:19](=[O:35])[C:20]=1[CH2:21][CH:22]1[CH2:27][CH2:26][N:25]([C:28]([O:30][C:31]([CH3:32])([CH3:34])[CH3:33])=[O:29])[CH2:24][CH2:23]1)=[CH:15][CH:16]=[CH:17][CH:18]=2)=[O:36].